Dataset: Peptide-MHC class I binding affinity with 185,985 pairs from IEDB/IMGT. Task: Regression. Given a peptide amino acid sequence and an MHC pseudo amino acid sequence, predict their binding affinity value. This is MHC class I binding data. (1) The peptide sequence is KQFKQDSKY. The MHC is HLA-A24:02 with pseudo-sequence HLA-A24:02. The binding affinity (normalized) is 0. (2) The peptide sequence is ATHKAPQPA. The MHC is HLA-A33:01 with pseudo-sequence HLA-A33:01. The binding affinity (normalized) is 0.